This data is from Full USPTO retrosynthesis dataset with 1.9M reactions from patents (1976-2016). The task is: Predict the reactants needed to synthesize the given product. Given the product [CH3:1][C:2]1[CH:39]=[C:38]([CH3:40])[CH:37]=[CH:36][C:3]=1[O:4][CH2:5][C@H:6]([OH:35])[CH2:7][NH:8][C:9]1[CH:14]=[CH:13][NH:12][C:11](=[O:15])[C:10]=1[C:16]1[NH:27][C:26]2[C:18](=[CH:19][C:20]3[CH2:21][N:22]([CH:29]4[CH2:30][CH2:31][N:32]([CH2:42][CH2:41][S:43]([CH3:46])(=[O:45])=[O:44])[CH2:33][CH2:34]4)[C:23](=[O:28])[C:24]=3[CH:25]=2)[N:17]=1, predict the reactants needed to synthesize it. The reactants are: [CH3:1][C:2]1[CH:39]=[C:38]([CH3:40])[CH:37]=[CH:36][C:3]=1[O:4][CH2:5][C@H:6]([OH:35])[CH2:7][NH:8][C:9]1[CH:14]=[CH:13][NH:12][C:11](=[O:15])[C:10]=1[C:16]1[NH:27][C:26]2[C:18](=[CH:19][C:20]3[CH2:21][N:22]([CH:29]4[CH2:34][CH2:33][NH:32][CH2:31][CH2:30]4)[C:23](=[O:28])[C:24]=3[CH:25]=2)[N:17]=1.[CH:41]([S:43]([CH3:46])(=[O:45])=[O:44])=[CH2:42].CCO.